Dataset: Reaction yield outcomes from USPTO patents with 853,638 reactions. Task: Predict the reaction yield, written as a fraction of the theoretical maximum amount of product (1.0 means a 100% yield; for example, 0.34 means a 34% yield). The reactants are [CH3:1][NH:2][C:3]([C:5]1[C:6]2[C:7](=[O:27])[C@H:8]([OH:26])[C@@H:9]([C:20]3[CH:25]=[CH:24][CH:23]=[CH:22][CH:21]=3)[NH:10][C:11]=2[C:12]2[N:17]=[C:16]([CH3:18])[N:15]([CH3:19])[C:13]=2[CH:14]=1)=[O:4].[BH4-].[Na+]. The catalyst is CO. The product is [CH3:1][NH:2][C:3]([C:5]1[C:6]2[C@H:7]([OH:27])[C@H:8]([OH:26])[C@@H:9]([C:20]3[CH:25]=[CH:24][CH:23]=[CH:22][CH:21]=3)[NH:10][C:11]=2[C:12]2[N:17]=[C:16]([CH3:18])[N:15]([CH3:19])[C:13]=2[CH:14]=1)=[O:4]. The yield is 0.120.